This data is from Full USPTO retrosynthesis dataset with 1.9M reactions from patents (1976-2016). The task is: Predict the reactants needed to synthesize the given product. Given the product [NH:26]([C:2]1[N:7]=[C:6]([N:8]([CH3:20])[C:9]2[CH:14]=[CH:13][C:12]([O:15][C:16]([F:19])([F:18])[F:17])=[CH:11][CH:10]=2)[CH:5]=[C:4]([C:21]([F:24])([F:23])[F:22])[N:3]=1)[NH2:27], predict the reactants needed to synthesize it. The reactants are: Cl[C:2]1[N:7]=[C:6]([N:8]([CH3:20])[C:9]2[CH:14]=[CH:13][C:12]([O:15][C:16]([F:19])([F:18])[F:17])=[CH:11][CH:10]=2)[CH:5]=[C:4]([C:21]([F:24])([F:23])[F:22])[N:3]=1.C[NH:26][NH2:27].